This data is from Full USPTO retrosynthesis dataset with 1.9M reactions from patents (1976-2016). The task is: Predict the reactants needed to synthesize the given product. Given the product [Cl:44][C:45]1[CH:46]=[C:47]([NH:48][C:9]2[C:8]3[C:13](=[CH:14][CH:15]=[CH:16][C:7]=3[O:6][C@@H:4]([CH3:5])[C:3]([N:2]([CH3:19])[CH3:1])=[O:18])[N:12]=[CH:11][N:10]=2)[CH:49]=[CH:50][C:51]=1[O:52][CH2:53][CH:54]1[CH2:59][CH2:58][CH2:57][CH2:56][O:55]1, predict the reactants needed to synthesize it. The reactants are: [CH3:1][N:2]([CH3:19])[C:3](=[O:18])[C@@H:4]([O:6][C:7]1[CH:16]=[CH:15][CH:14]=[C:13]2[C:8]=1[C:9](=O)[NH:10][CH:11]=[N:12]2)[CH3:5].C1(P(C2C=CC=CC=2)C2C=CC=CC=2)C=CC=CC=1.C(Cl)(Cl)(Cl)Cl.[Cl:44][C:45]1[CH:46]=[C:47]([CH:49]=[CH:50][C:51]=1[O:52][CH2:53][CH:54]1[CH2:59][CH2:58][CH2:57][CH2:56][O:55]1)[NH2:48].